Dataset: B-cell epitopes from PDB crystal structures with 447 antigens. Task: Token-level Classification. Given an antigen amino acid sequence, predict which amino acid positions are active epitope sites capable of antibody binding. Output is a list of indices for active positions. (1) Given the antigen sequence: RRRQLIRQLLERDKTPLAILFMAAVVGTLVGLAAVAFDKGVAWLQNQRMGALVHTADNYPLLLTVAFLCSAVLAMFGYFLVRKYAPEAGGSGIPEIEGALEDQRPVRWWRVLPVKFFGGLGTLGGGMVLGRQGPTVQIGGNIGRMVLDIFRLKGDEARHTLLATGAAAGLAAAFNAPLAGILFIIEEMRPQFRYTLISIKAVFIGVIMSTIMYRIFNHEVALIDVGKLSDAPLNTLWLYLILGIIFGIFGPIFNKWVLGMQDLLHRVHGGNITKWVLMGGAIGGLCGLLGFVAPATSGGGFNLIPIATAGNFSMGMLVFIFVARVITTLLCFSSGAPGGIFAPMLALGTVLGTAFGMVAVELFPQYHLEAGTFAIAGMGALLAASIRAPLTGIILVLEMTDNYQLILPMIITGLGATLLAQFTGGKPLYSAILARTLAKQEAE, which amino acid positions are active epitope sites? The epitope positions are: [214, 215, 217, 218, 219, 226, 227, 229, 230, 231, 232, 233, 234, 363, 364, 365, 366, 367]. The amino acids at these positions are: IFHEVKLDAPLNTPQYHL. (2) Given the antigen sequence: DTLCIGYHANNSTDTVDTVLEKNVTVTHSVNLLEDKHNGKLCKLRGVAPLHLGKCNIAGWILGNPECESLSTASSWSYIVETPSSDNGTCYPGDFIDYEELREQLSSVSSFERFEIFPKTSSWPNHDSNKGVTAACPHAGAKSFYKNLIWLVKKGNSYPKLSKSYINDKGKEVLVLWGIHHPSTSADQQSLYQNADTYVFVGSSRYSKKFKPEIAIRPKVRDQEGRMNYYWTLVEPGDKITFEATGNLVVPRYAFAMERNAGSGIIISDTPVHDCNTTCQTPKGAINTSLPFQNIHPITIGKCPKYVKSTKLRLATGLRNIPSIQSR, which amino acid positions are active epitope sites? The epitope positions are: [27, 28, 288, 315]. The amino acids at these positions are: HSST.